From a dataset of Forward reaction prediction with 1.9M reactions from USPTO patents (1976-2016). Predict the product of the given reaction. (1) The product is: [CH3:20][C@H:21]1[CH2:22][CH2:23][C@H:24]([CH3:26])[N:25]1[CH2:9][CH2:10][CH2:18][O:19][N:17]1[CH2:16][CH2:15][N:11]2[C:12]3[CH:13]=[CH:14][CH:6]=[CH:7][C:8]=3[CH:9]=[C:10]2[C:18]1=[O:19]. Given the reactants ClCCCO[C:6]1[CH:14]=[CH:13][C:12]2[N:11]3[CH2:15][CH2:16][NH:17][C:18](=[O:19])[C:10]3=[CH:9][C:8]=2[CH:7]=1.[CH3:20][C@H:21]1[NH:25][C@H:24]([CH3:26])[CH2:23][CH2:22]1, predict the reaction product. (2) Given the reactants [CH3:1][O:2][C:3]1[CH:4]=[C:5]2[C:14](=[CH:15][CH:16]=1)[C:13](=[O:17])[CH2:12][CH:11]1[CH:6]2[CH2:7][CH2:8][CH2:9][CH2:10]1.Br[C:19]1[CH:24]=[CH:23][C:22]([O:25][CH3:26])=[CH:21][CH:20]=1.C(P)(C)(C)C.CC(C)([O-])C.[Na+], predict the reaction product. The product is: [CH3:1][O:2][C:3]1[CH:4]=[C:5]2[C:14](=[CH:15][CH:16]=1)[C:13](=[O:17])[CH:12]([C:19]1[CH:24]=[CH:23][C:22]([O:25][CH3:26])=[CH:21][CH:20]=1)[CH:11]1[CH:6]2[CH2:7][CH2:8][CH2:9][CH2:10]1. (3) Given the reactants FC(F)(F)C(O)=O.[F:8][C:9]1[CH:14]=[C:13]([F:15])[C:12]([F:16])=[CH:11][C:10]=1[NH:17][C:18]1[O:22][C:21]([C:23]([NH:25][C:26]2[CH:27]=[CH:28][C:29]([O:32][CH:33]3[CH2:38][CH2:37][CH:36]([C:39]([O:41]C(C)(C)C)=[O:40])[CH2:35][CH2:34]3)=[N:30][CH:31]=2)=[O:24])=[N:20][N:19]=1.C([O-])([O-])=O.[K+].[K+].C(O)(=O)CC(CC(O)=O)(C(O)=O)O, predict the reaction product. The product is: [F:8][C:9]1[CH:14]=[C:13]([F:15])[C:12]([F:16])=[CH:11][C:10]=1[NH:17][C:18]1[O:22][C:21]([C:23]([NH:25][C:26]2[CH:27]=[CH:28][C:29]([O:32][CH:33]3[CH2:34][CH2:35][CH:36]([C:39]([OH:41])=[O:40])[CH2:37][CH2:38]3)=[N:30][CH:31]=2)=[O:24])=[N:20][N:19]=1. (4) Given the reactants [Cl:1][C:2]1[CH:3]=[C:4]([C:12]2[O:16][N:15]=[C:14]([C:17]3[CH:18]=[C:19]4[C:23](=[CH:24][CH:25]=3)[N:22]([CH2:26][C:27]([CH3:34])([CH3:33])[C:28]([O:30]CC)=[O:29])[N:21]=[CH:20]4)[N:13]=2)[CH:5]=[CH:6][C:7]=1[O:8][CH:9]([CH3:11])[CH3:10].[OH-].[Na+], predict the reaction product. The product is: [Cl:1][C:2]1[CH:3]=[C:4]([C:12]2[O:16][N:15]=[C:14]([C:17]3[CH:18]=[C:19]4[C:23](=[CH:24][CH:25]=3)[N:22]([CH2:26][C:27]([CH3:34])([CH3:33])[C:28]([OH:30])=[O:29])[N:21]=[CH:20]4)[N:13]=2)[CH:5]=[CH:6][C:7]=1[O:8][CH:9]([CH3:11])[CH3:10]. (5) Given the reactants [NH2:1][C:2]1[N:7]=[CH:6][N:5]=[C:4]([NH:8][C@H:9]([C:11]2[N:16]([C:17]3[CH:22]=[CH:21][CH:20]=[CH:19][CH:18]=3)[C:15](=[O:23])[C:14]3=[C:24]([CH3:27])[CH:25]=[CH:26][N:13]3[N:12]=2)[CH3:10])[C:3]=1Br.[CH2:29]([NH:31][C:32]1[N:37]=[CH:36][C:35](B(O)O)=[CH:34][C:33]=1[NH:41][S:42]([C:45]1[CH:50]=[CH:49][C:48]([O:51][CH3:52])=[CH:47][CH:46]=1)(=[O:44])=[O:43])[CH3:30].C(=O)([O-])[O-].[Cs+].[Cs+], predict the reaction product. The product is: [NH2:1][C:2]1[C:3]([C:35]2[CH:34]=[C:33]([NH:41][S:42]([C:45]3[CH:46]=[CH:47][C:48]([O:51][CH3:52])=[CH:49][CH:50]=3)(=[O:44])=[O:43])[C:32]([NH:31][CH2:29][CH3:30])=[N:37][CH:36]=2)=[C:4]([NH:8][C@H:9]([C:11]2[N:16]([C:17]3[CH:22]=[CH:21][CH:20]=[CH:19][CH:18]=3)[C:15](=[O:23])[C:14]3=[C:24]([CH3:27])[CH:25]=[CH:26][N:13]3[N:12]=2)[CH3:10])[N:5]=[CH:6][N:7]=1. (6) Given the reactants [F:1][C:2]([F:12])([C:5]([F:11])([F:10])[C:6]([F:9])([F:8])[F:7])[CH2:3][OH:4].[F:13][C:14]([F:29])([S:25](F)(=[O:27])=[O:26])[C:15]([F:24])([F:23])[C:16]([F:22])([F:21])[C:17]([F:20])([F:19])[F:18].[OH-].[K+], predict the reaction product. The product is: [F:29][C:14]([F:13])([S:25]([O:4][CH2:3][C:2]([F:12])([F:1])[C:5]([F:10])([F:11])[C:6]([F:7])([F:8])[F:9])(=[O:27])=[O:26])[C:15]([F:23])([F:24])[C:16]([F:22])([F:21])[C:17]([F:20])([F:19])[F:18]. (7) Given the reactants [CH2:1]([O:8][C:9]1[CH:14]=[C:13](I)[CH:12]=[CH:11][C:10]=1[N:16]1[S:20](=[O:22])(=[O:21])[NH:19][C:18](=[O:23])[CH2:17]1)[C:2]1[CH:7]=[CH:6][CH:5]=[CH:4][CH:3]=1.[CH:24]([Si:27]([CH:39]([CH3:41])[CH3:40])([CH:36]([CH3:38])[CH3:37])[N:28]1[CH:32]=[CH:31][C:30](B(O)O)=[CH:29]1)([CH3:26])[CH3:25].C([O-])([O-])=O.[Na+].[Na+], predict the reaction product. The product is: [CH2:1]([O:8][C:9]1[CH:14]=[C:13]([C:30]2[CH:31]=[CH:32][N:28]([Si:27]([CH:36]([CH3:38])[CH3:37])([CH:39]([CH3:41])[CH3:40])[CH:24]([CH3:25])[CH3:26])[CH:29]=2)[CH:12]=[CH:11][C:10]=1[N:16]1[S:20](=[O:22])(=[O:21])[NH:19][C:18](=[O:23])[CH2:17]1)[C:2]1[CH:7]=[CH:6][CH:5]=[CH:4][CH:3]=1. (8) Given the reactants [CH3:1][N:2]([C:4]([O:6][C:7]([CH3:10])([CH3:9])[CH3:8])=[O:5])[NH2:3].[CH3:11][C:12]([CH3:14])=O.CC(OCC1C2C(=CC=CC=2)C(COC(C)=O)=C2C=1C=CC=C2)=O.C([O-])(=O)C.[Na+], predict the reaction product. The product is: [CH3:1][N:2]([C:4]([O:6][C:7]([CH3:10])([CH3:9])[CH3:8])=[O:5])[N:3]=[C:12]([CH3:14])[CH3:11].